This data is from Reaction yield outcomes from USPTO patents with 853,638 reactions. The task is: Predict the reaction yield, written as a fraction of the theoretical maximum amount of product (1.0 means a 100% yield; for example, 0.34 means a 34% yield). The catalyst is C(O)C.O. The product is [Cl:8][C:7]1[C:2]([NH2:1])=[C:3]([N:10]2[C:18]3[C:13](=[CH:14][CH:15]=[CH:16][CH:17]=3)[CH2:12][CH2:11]2)[N:4]=[CH:5][N:6]=1. The reactants are [NH2:1][C:2]1[C:3](Cl)=[N:4][CH:5]=[N:6][C:7]=1[Cl:8].[NH:10]1[C:18]2[C:13](=[CH:14][CH:15]=[CH:16][CH:17]=2)[CH2:12][CH2:11]1.Cl. The yield is 0.340.